This data is from Catalyst prediction with 721,799 reactions and 888 catalyst types from USPTO. The task is: Predict which catalyst facilitates the given reaction. (1) Product: [F:8][C:6]1[CH:7]=[C:2]([N:21]2[CH2:26][CH2:25][NH:24][CH2:23][CH2:22]2)[CH:3]=[C:4]([C:9]2[CH:13]=[CH:12][S:11][CH:10]=2)[CH:5]=1. Reactant: Br[C:2]1[CH:3]=[C:4]([C:9]2[CH:13]=[CH:12][S:11][CH:10]=2)[CH:5]=[C:6]([F:8])[CH:7]=1.C(OC([N:21]1[CH2:26][CH2:25][NH:24][CH2:23][CH2:22]1)=O)(C)(C)C.CC(C)([O-])C.[Na+].P(C(C)(C)C)(C(C)(C)C)C(C)(C)C.CCCCCC. The catalyst class is: 101. (2) Reactant: [CH3:1][N:2]([C:4]([N:6]=[C:7]([NH2:9])[NH2:8])=[NH:5])[CH3:3].Cl.[OH-].[Na+]. Product: [CH3:1][N:2]([C:4]([NH:6][C:7]([NH2:9])=[NH:8])=[NH:5])[CH3:3]. The catalyst class is: 8. (3) Reactant: CS([C:5]1[N:10]=[C:9]([C:11]2[CH:16]=[CH:15][C:14]([C:17]([F:20])([F:19])[F:18])=[CH:13][CH:12]=2)[CH:8]=[CH:7][N:6]=1)(=O)=O.C(N(CC)C(C)C)(C)C.[CH3:30][O:31][CH2:32][CH2:33][NH:34][CH2:35][C:36]1[CH:48]=[CH:47][C:39]([O:40][CH2:41][C:42]([O:44][CH2:45][CH3:46])=[O:43])=[C:38]([CH3:49])[CH:37]=1. Product: [CH3:30][O:31][CH2:32][CH2:33][N:34]([CH2:35][C:36]1[CH:48]=[CH:47][C:39]([O:40][CH2:41][C:42]([O:44][CH2:45][CH3:46])=[O:43])=[C:38]([CH3:49])[CH:37]=1)[C:5]1[N:10]=[C:9]([C:11]2[CH:16]=[CH:15][C:14]([C:17]([F:20])([F:19])[F:18])=[CH:13][CH:12]=2)[CH:8]=[CH:7][N:6]=1. The catalyst class is: 2. (4) Reactant: Br[C:2]1[CH:9]=[CH:8][C:7]([O:10][CH3:11])=[CH:6][C:3]=1[C:4]#[N:5].[F:12][C:13]1[CH:14]=[C:15](B(O)O)[CH:16]=[C:17]([F:19])[CH:18]=1.C(=O)([O-])[O-].[K+].[K+]. Product: [F:12][C:13]1[CH:14]=[C:15]([C:2]2[C:3]([C:4]#[N:5])=[CH:6][C:7]([O:10][CH3:11])=[CH:8][CH:9]=2)[CH:16]=[C:17]([F:19])[CH:18]=1. The catalyst class is: 73. (5) Product: [C:38]([O:37][C:35]([N:29]1[CH2:34][CH2:33][N:32]([CH2:27][C:13]2[C:14]([C:22]3[S:23][CH:24]=[CH:25][CH:26]=3)=[N:15][C:16]3[C:21]([C:12]=2[C:10](=[O:11])[NH:9][C@H:7]([CH:1]2[CH2:6][CH2:5][CH2:4][CH2:3][CH2:2]2)[CH3:8])=[CH:20][CH:19]=[CH:18][CH:17]=3)[CH2:31][CH2:30]1)=[O:36])([CH3:41])([CH3:39])[CH3:40]. The catalyst class is: 10. Reactant: [CH:1]1([C@@H:7]([NH:9][C:10]([C:12]2[C:21]3[C:16](=[CH:17][CH:18]=[CH:19][CH:20]=3)[N:15]=[C:14]([C:22]3[S:23][CH:24]=[CH:25][CH:26]=3)[C:13]=2[CH2:27]Br)=[O:11])[CH3:8])[CH2:6][CH2:5][CH2:4][CH2:3][CH2:2]1.[N:29]1([C:35]([O:37][C:38]([CH3:41])([CH3:40])[CH3:39])=[O:36])[CH2:34][CH2:33][NH:32][CH2:31][CH2:30]1.C([O-])([O-])=O.[K+].[K+]. (6) Reactant: [Cl:1][C:2]1[C:3]([O:13]C)=[C:4]2[C:9](=[CH:10][CH:11]=1)[NH:8][C:7](=[O:12])[CH:6]=[CH:5]2. Product: [Cl:1][C:2]1[C:3]([OH:13])=[C:4]2[C:9](=[CH:10][CH:11]=1)[NH:8][C:7](=[O:12])[CH:6]=[CH:5]2. The catalyst class is: 201. (7) Reactant: C(S([N:6]1[CH2:11][CH2:10][CH:9]([C:12]2[C:16]3[N:17]=[C:18]([C:24]4[CH:29]=[CH:28][CH:27]=[CH:26][CH:25]=4)[N:19]=[C:20]([C:21]([NH2:23])=[O:22])[C:15]=3[NH:14][CH:13]=2)[CH2:8][CH2:7]1)(=O)=O)C.C(N(CC)CC)C.[C:37](Cl)(=[O:44])[C:38]1[CH:43]=[CH:42][CH:41]=[CH:40][CH:39]=1. Product: [C:24]1([C:18]2[N:19]=[C:20]([C:21]([NH2:23])=[O:22])[C:15]3[NH:14][CH:13]=[C:12]([CH:9]4[CH2:8][CH2:7][N:6]([C:37]([C:38]5[CH:43]=[CH:42][CH:41]=[CH:40][CH:39]=5)=[O:44])[CH2:11][CH2:10]4)[C:16]=3[N:17]=2)[CH:25]=[CH:26][CH:27]=[CH:28][CH:29]=1. The catalyst class is: 241.